Task: Predict the reaction yield, written as a fraction of the theoretical maximum amount of product (1.0 means a 100% yield; for example, 0.34 means a 34% yield).. Dataset: Reaction yield outcomes from USPTO patents with 853,638 reactions (1) The reactants are [CH2:1]([O:3][C:4]([C:6]1[C:7]([CH3:26])=[N:8][C:9]([NH:13][CH2:14]/[CH:15]=[CH:16]/[C:17]2[CH:22]=[C:21]([O:23][CH3:24])[CH:20]=[CH:19][C:18]=2[F:25])=[N:10][C:11]=1[CH3:12])=[O:5])[CH3:2]. The catalyst is CCO.[Pd]. The product is [CH2:1]([O:3][C:4]([C:6]1[C:11]([CH3:12])=[N:10][C:9]([NH:13][CH2:14][CH2:15][CH2:16][C:17]2[CH:22]=[C:21]([O:23][CH3:24])[CH:20]=[CH:19][C:18]=2[F:25])=[N:8][C:7]=1[CH3:26])=[O:5])[CH3:2]. The yield is 0.880. (2) The reactants are [CH2:1]([O:3][CH:4]([O:7][CH2:8][CH3:9])[CH2:5][NH2:6])[CH3:2].Br[CH2:11][CH2:12][C:13]([O:15][CH3:16])=[O:14]. No catalyst specified. The product is [CH2:1]([O:3][CH:4]([O:7][CH2:8][CH3:9])[CH2:5][NH:6][CH2:11][CH2:12][C:13]([O:15][CH3:16])=[O:14])[CH3:2]. The yield is 0.270. (3) The reactants are [CH2:1]([O:8][C:9]1[CH:18]=[C:17]2[C:12]([C:13](Cl)=[CH:14][CH:15]=[N:16]2)=[CH:11][C:10]=1[C:20]#[N:21])[C:2]1[CH:7]=[CH:6][CH:5]=[CH:4][CH:3]=1.[F:22][C:23]1[CH:24]=[C:25]([OH:32])[CH:26]=[CH:27][C:28]=1[N+:29]([O-:31])=[O:30].C(N(CC)C(C)C)(C)C.O. The catalyst is CN1CCCC1=O. The product is [CH2:1]([O:8][C:9]1[CH:18]=[C:17]2[C:12]([C:13]([O:32][C:25]3[CH:26]=[CH:27][C:28]([N+:29]([O-:31])=[O:30])=[C:23]([F:22])[CH:24]=3)=[CH:14][CH:15]=[N:16]2)=[CH:11][C:10]=1[C:20]#[N:21])[C:2]1[CH:7]=[CH:6][CH:5]=[CH:4][CH:3]=1. The yield is 0.400. (4) The reactants are [F:1][C:2]1[CH:3]=[C:4]([C:17]2[CH:22]=[CH:21][C:20]([S:23]([CH3:26])(=[O:25])=[O:24])=[CH:19][CH:18]=2)[CH:5]=[C:6]([F:16])[C:7]=1[O:8][CH:9]1[CH2:14][CH2:13][CH:12]([OH:15])[CH2:11][CH2:10]1.CCN(C(C)C)C(C)C.[I-].[Na+].[C:38](Cl)(=[O:43])[CH2:39][CH2:40][CH2:41][CH3:42]. The catalyst is C(#N)C. The product is [C:38]([O:15][CH:12]1[CH2:11][CH2:10][CH:9]([O:8][C:7]2[C:2]([F:1])=[CH:3][C:4]([C:17]3[CH:22]=[CH:21][C:20]([S:23]([CH3:26])(=[O:25])=[O:24])=[CH:19][CH:18]=3)=[CH:5][C:6]=2[F:16])[CH2:14][CH2:13]1)(=[O:43])[CH2:39][CH2:40][CH2:41][CH3:42]. The yield is 0.800. (5) The reactants are [OH:1][CH2:2][CH2:3][C:4]1[CH:5]=[C:6]([N:10]2[CH2:14][CH2:13][NH:12][C:11]2=[O:15])[CH:7]=[CH:8][CH:9]=1.C(N(CC)CC)C.[CH3:23][S:24](Cl)(=[O:26])=[O:25]. The catalyst is C(#N)C.C(OCC)(=O)C. The product is [CH3:23][S:24]([O:1][CH2:2][CH2:3][C:4]1[CH:9]=[CH:8][CH:7]=[C:6]([N:10]2[CH2:14][CH2:13][NH:12][C:11]2=[O:15])[CH:5]=1)(=[O:26])=[O:25]. The yield is 0.900. (6) The reactants are [F:1][C:2]([F:13])([F:12])[C:3]1[N:8]=[CH:7][C:6]([C:9]([OH:11])=O)=[CH:5][CH:4]=1.O.ON1C2C=CC=CC=2N=N1.[CH3:25][CH:26]([N:28]1[CH2:33][CH2:32][CH:31]([O:34][C:35]2[CH:40]=[CH:39][C:38]([CH:41]3[CH2:46][CH2:45][NH:44][CH2:43][CH2:42]3)=[CH:37][CH:36]=2)[CH2:30][CH2:29]1)[CH3:27]. The catalyst is ClCCl. The product is [CH3:27][CH:26]([N:28]1[CH2:29][CH2:30][CH:31]([O:34][C:35]2[CH:40]=[CH:39][C:38]([CH:41]3[CH2:46][CH2:45][N:44]([C:9]([C:6]4[CH:5]=[CH:4][C:3]([C:2]([F:1])([F:13])[F:12])=[N:8][CH:7]=4)=[O:11])[CH2:43][CH2:42]3)=[CH:37][CH:36]=2)[CH2:32][CH2:33]1)[CH3:25]. The yield is 0.350. (7) The reactants are Cl[C:2]1[CH:7]=[C:6]([Cl:8])[N:5]=[CH:4][N:3]=1.[Cl:9][C:10]1[CH:15]=[CH:14][CH:13]=[C:12]([Cl:16])[C:11]=1[OH:17].C(=O)([O-])[O-].[K+].[K+].[OH-].[Na+]. The catalyst is C(#N)C.[I-].[Na+]. The product is [Cl:8][C:6]1[CH:7]=[C:2]([O:17][C:11]2[C:10]([Cl:9])=[CH:15][CH:14]=[CH:13][C:12]=2[Cl:16])[N:3]=[CH:4][N:5]=1. The yield is 0.710. (8) The reactants are F[C:2]1[CH:7]=[CH:6][C:5]([N+:8]([O-:10])=[O:9])=[C:4]([F:11])[C:3]=1[F:12].[NH:13]1[CH2:18][CH2:17][O:16][CH2:15][CH2:14]1.C([O-])([O-])=O.[K+].[K+]. The catalyst is CS(C)=O.CCOC(C)=O. The product is [F:12][C:3]1[C:4]([F:11])=[C:5]([N+:8]([O-:10])=[O:9])[CH:6]=[CH:7][C:2]=1[N:13]1[CH2:18][CH2:17][O:16][CH2:15][CH2:14]1. The yield is 0.670.